Dataset: Full USPTO retrosynthesis dataset with 1.9M reactions from patents (1976-2016). Task: Predict the reactants needed to synthesize the given product. Given the product [F:28][C:29]1[CH:30]=[C:31]([NH:35][C:36]([N:14]2[C:13]3[N:23]=[C:9]([C:5]4[CH:6]=[CH:7][CH:8]=[C:3]([C:2]([F:1])([F:24])[F:25])[CH:4]=4)[CH:10]=[CH:11][C:12]=3[S:19](=[O:21])(=[O:20])[N:18]3[CH2:22][C@@H:15]2[CH2:16][CH2:17]3)=[O:37])[CH:32]=[N:33][CH:34]=1, predict the reactants needed to synthesize it. The reactants are: [F:1][C:2]([F:25])([F:24])[C:3]1[CH:4]=[C:5]([C:9]2[CH:10]=[CH:11][C:12]3[S:19](=[O:21])(=[O:20])[N:18]4[CH2:22][C@H:15]([CH2:16][CH2:17]4)[NH:14][C:13]=3[N:23]=2)[CH:6]=[CH:7][CH:8]=1.[H-].[Na+].[F:28][C:29]1[CH:30]=[C:31]([NH:35][C:36](=O)[O:37]C2C=CC=CC=2)[CH:32]=[N:33][CH:34]=1.O.